Dataset: Full USPTO retrosynthesis dataset with 1.9M reactions from patents (1976-2016). Task: Predict the reactants needed to synthesize the given product. (1) Given the product [Br:1][C:2]1[CH:10]=[CH:9][C:5]([C:6]([O:8][CH3:17])=[O:7])=[C:4]([F:11])[C:3]=1[F:12], predict the reactants needed to synthesize it. The reactants are: [Br:1][C:2]1[CH:10]=[CH:9][C:5]([C:6]([OH:8])=[O:7])=[C:4]([F:11])[C:3]=1[F:12].O=S(Cl)Cl.[CH3:17]O. (2) Given the product [NH2:10][C@H:2]([C:1]([OH:9])=[O:8])[CH2:4][C:5]([OH:7])=[O:6], predict the reactants needed to synthesize it. The reactants are: [C:1]([OH:9])(=[O:8])[CH:2]([CH2:4][C:5]([OH:7])=[O:6])O.[NH3:10]. (3) Given the product [O:1]=[C:2]1[N:6]([CH:7]2[CH2:12][CH2:11][N:10]([C@H:13]3[CH2:17][CH2:16][N:15]([C:18]([O:20][CH2:21][CH3:22])=[O:19])[CH2:14]3)[CH2:9][CH2:8]2)[C:5]2[CH:25]=[CH:26][CH:27]=[CH:28][C:4]=2[NH:3]1, predict the reactants needed to synthesize it. The reactants are: [O:1]=[C:2]1[N:6]([CH:7]2[CH2:12][CH2:11][N:10]([C@H:13]3[CH2:17][CH2:16][N:15]([C:18]([O:20][C:21](C)(C)[CH3:22])=[O:19])[CH2:14]3)[CH2:9][CH2:8]2)[C:5]2[CH:25]=[CH:26][CH:27]=[CH:28][C:4]=2[NH:3]1.FC(F)(F)C(O)=O.C(OC(Cl)=O)C.O. (4) Given the product [F:28][C:27]1[CH:26]=[CH:25][CH:24]=[C:23]([C:29]#[N:30])[C:22]=1[C:20]1[CH:21]=[C:16]([C:12]2[N:4]3[CH:5]=[CH:6][C:7]([C:8]([F:9])([F:10])[F:11])=[C:2]([F:1])[C:3]3=[N:14][CH:13]=2)[CH:17]=[CH:18][C:19]=1[F:31], predict the reactants needed to synthesize it. The reactants are: [F:1][C:2]1[C:3]2[N:4]([CH:12]=[CH:13][N:14]=2)[CH:5]=[CH:6][C:7]=1[C:8]([F:11])([F:10])[F:9].Br[C:16]1[CH:17]=[CH:18][C:19]([F:31])=[C:20]([C:22]2[C:23]([C:29]#[N:30])=[CH:24][CH:25]=[CH:26][C:27]=2[F:28])[CH:21]=1. (5) The reactants are: [F:1][C:2]1[CH:18]=[CH:17][C:5]([CH2:6][CH2:7][N:8]([C:10]2[CH:15]=[CH:14][C:13]([Cl:16])=[CH:12][CH:11]=2)N)=[CH:4][CH:3]=1.Cl.O1CCOCC1.C(O[CH:29](OCC)[CH2:30][CH2:31][CH2:32][NH:33][CH3:34])C.Cl. Given the product [F:1][C:2]1[CH:18]=[CH:17][C:5]([CH2:6][CH2:7][N:8]2[C:10]3[C:15](=[CH:14][C:13]([Cl:16])=[CH:12][CH:11]=3)[C:30]([CH2:31][CH2:32][NH:33][CH3:34])=[CH:29]2)=[CH:4][CH:3]=1, predict the reactants needed to synthesize it.